From a dataset of Full USPTO retrosynthesis dataset with 1.9M reactions from patents (1976-2016). Predict the reactants needed to synthesize the given product. (1) The reactants are: O.[OH-].[Li+].C[O:5][C:6]([C:8]12[CH2:15][CH2:14][C:11]([C:16]3[NH:17][C:18]([C:30]4[CH:35]=[CH:34][CH:33]=[C:32]([CH3:36])[N:31]=4)=[C:19]([C:21]4[CH:29]=[CH:28][C:24]5[O:25][CH2:26][O:27][C:23]=5[CH:22]=4)[N:20]=3)([CH2:12][CH2:13]1)[CH2:10][CH2:9]2)=[O:7]. Given the product [O:25]1[C:24]2[CH:28]=[CH:29][C:21]([C:19]3[N:20]=[C:16]([C:11]45[CH2:14][CH2:15][C:8]([C:6]([OH:7])=[O:5])([CH2:9][CH2:10]4)[CH2:13][CH2:12]5)[NH:17][C:18]=3[C:30]3[CH:35]=[CH:34][CH:33]=[C:32]([CH3:36])[N:31]=3)=[CH:22][C:23]=2[O:27][CH2:26]1, predict the reactants needed to synthesize it. (2) Given the product [CH2:30]([O:29][C:24]1[CH:23]=[C:22]([CH:27]=[CH:26][C:25]=1[CH3:28])[CH2:21][N:18]1[CH2:17][CH2:16][CH:15]([NH:14][C:11]2[O:12][C:13]3[C:5]([C:3]([OH:4])=[O:2])=[CH:6][CH:7]=[CH:8][C:9]=3[N:10]=2)[CH2:20][CH2:19]1)[CH3:31], predict the reactants needed to synthesize it. The reactants are: C[O:2][C:3]([C:5]1[C:13]2[O:12][C:11]([NH:14][CH:15]3[CH2:20][CH2:19][N:18]([CH2:21][C:22]4[CH:27]=[CH:26][C:25]([CH3:28])=[C:24]([O:29][CH2:30][CH3:31])[CH:23]=4)[CH2:17][CH2:16]3)=[N:10][C:9]=2[CH:8]=[CH:7][CH:6]=1)=[O:4].[Li+].[OH-].O.Cl. (3) Given the product [CH:1]1([C:4]2[C:5]([O:15][C@@H:16]3[CH2:21][CH2:20][CH2:19][N:18]([C:26]4[CH:27]=[CH:28][C:23]([F:22])=[CH:24][CH:25]=4)[CH2:17]3)=[CH:6][C:7]([F:14])=[C:8]([CH:13]=2)[C:9]([O:11][CH3:12])=[O:10])[CH2:2][CH2:3]1, predict the reactants needed to synthesize it. The reactants are: [CH:1]1([C:4]2[C:5]([O:15][C@@H:16]3[CH2:21][CH2:20][CH2:19][NH:18][CH2:17]3)=[CH:6][C:7]([F:14])=[C:8]([CH:13]=2)[C:9]([O:11][CH3:12])=[O:10])[CH2:3][CH2:2]1.[F:22][C:23]1[CH:28]=[CH:27][C:26](B(O)O)=[CH:25][CH:24]=1.C(N(CC)CC)C. (4) Given the product [C:24]([O:20][C@@H:5]1[C@@H:4]([O:21][C:24](=[O:31])[C:25]2[CH:30]=[CH:29][CH:28]=[CH:27][CH:26]=2)[C@H:3]([O:22][C:24](=[O:31])[C:25]2[CH:30]=[CH:29][CH:28]=[CH:27][CH:26]=2)[C@@H:2]([CH2:1][O:23][C:24](=[O:31])[C:25]2[CH:30]=[CH:29][CH:28]=[CH:27][CH:26]=2)[O:7][C@H:6]1[O:8][C@@H:9]1[C@@H:10]([CH2:18][O:19][C:24](=[O:31])[C:25]2[CH:30]=[CH:29][CH:28]=[CH:27][CH:26]=2)[O:11][CH:12]([O:17][C:24](=[O:31])[C:25]2[CH:30]=[CH:29][CH:28]=[CH:27][CH:26]=2)[C@H:13]([O:16][C:24](=[O:31])[C:25]2[CH:30]=[CH:29][CH:28]=[CH:27][CH:26]=2)[C@H:14]1[O:15][C:24](=[O:31])[C:25]1[CH:30]=[CH:29][CH:28]=[CH:27][CH:26]=1)(=[O:31])[C:25]1[CH:30]=[CH:29][CH:28]=[CH:27][CH:26]=1, predict the reactants needed to synthesize it. The reactants are: [CH2:1]([OH:23])[C@H:2]1[O:7][C@@H:6]([O:8][C@H:9]2[C@H:14]([OH:15])[C@@H:13]([OH:16])[C@H:12]([OH:17])[O:11][C@@H:10]2[CH2:18][OH:19])[C@H:5]([OH:20])[C@@H:4]([OH:21])[C@@H:3]1[OH:22].[C:24](Cl)(=[O:31])[C:25]1[CH:30]=[CH:29][CH:28]=[CH:27][CH:26]=1.C(Cl)Cl. (5) Given the product [O:15]1[C:19]2[C:20]([CH2:24][N:25]([CH3:26])[C:12](=[O:14])[CH2:11][CH2:10][CH2:9][S:8][C:5]3[CH:4]=[CH:3][C:2]([OH:1])=[CH:7][CH:6]=3)=[CH:21][CH:22]=[CH:23][C:18]=2[CH2:17][CH2:16]1, predict the reactants needed to synthesize it. The reactants are: [OH:1][C:2]1[CH:7]=[CH:6][C:5]([S:8][CH2:9][CH2:10][CH2:11][C:12]([OH:14])=O)=[CH:4][CH:3]=1.[O:15]1[C:19]2[C:20]([CH2:24][NH:25][CH3:26])=[CH:21][CH:22]=[CH:23][C:18]=2[CH2:17][CH2:16]1. (6) Given the product [N:1]1([C:7]2[N:12]=[C:11]([N:13]3[CH2:18][CH2:17][O:16][CH2:15][CH2:14]3)[N:10]=[C:9]([C:19]3[CH:25]=[CH:24][C:22]([NH:23][C:32]([NH:31][C:27]4[S:26][CH:30]=[CH:29][CH:28]=4)=[O:33])=[CH:21][CH:20]=3)[N:8]=2)[CH2:2][CH2:3][O:4][CH2:5][CH2:6]1, predict the reactants needed to synthesize it. The reactants are: [N:1]1([C:7]2[N:12]=[C:11]([N:13]3[CH2:18][CH2:17][O:16][CH2:15][CH2:14]3)[N:10]=[C:9]([C:19]3[CH:25]=[CH:24][C:22]([NH2:23])=[CH:21][CH:20]=3)[N:8]=2)[CH2:6][CH2:5][O:4][CH2:3][CH2:2]1.[S:26]1[CH:30]=[CH:29][CH:28]=[C:27]1[N:31]=[C:32]=[O:33]. (7) Given the product [OH:1][B:2]1[C:6]2[CH:7]=[C:8]([O:11][C:12]3[CH:13]=[CH:14][CH:15]=[CH:16][CH:17]=3)[CH:9]=[CH:10][C:5]=2[CH:4]([CH2:18][S:19]([NH2:22])(=[O:20])=[O:21])[O:3]1, predict the reactants needed to synthesize it. The reactants are: [OH:1][B:2]1[C:6]2[CH:7]=[C:8]([O:11][C:12]3[CH:17]=[CH:16][CH:15]=[CH:14][CH:13]=3)[CH:9]=[CH:10][C:5]=2[CH:4]([CH2:18][S:19]([NH:22]C(=O)OC(C)(C)C)(=[O:21])=[O:20])[O:3]1.C(O)(C(F)(F)F)=O. (8) Given the product [O:17]1[C:18]2[CH:24]=[CH:23][CH:22]=[CH:21][C:19]=2[N:20]=[C:16]1[CH2:15][N:11]1[CH2:10][CH2:9][N:8]([C:1]([O:3][C:4]([CH3:7])([CH3:6])[CH3:5])=[O:2])[CH2:13][CH:12]1[CH3:25], predict the reactants needed to synthesize it. The reactants are: [C:1]([N:8]1[CH2:13][CH2:12][NH:11][CH2:10][CH2:9]1)([O:3][C:4]([CH3:7])([CH3:6])[CH3:5])=[O:2].Cl[CH2:15][C:16]1[O:17][C:18]2[CH:24]=[CH:23][CH:22]=[CH:21][C:19]=2[N:20]=1.[CH3:25]CN(CC)CC. (9) Given the product [CH2:1]([O:3][C:4](=[O:24])[CH2:5][O:6][C:7]1[CH:12]=[CH:11][C:10]([S:13][CH2:14][C:15]2[CH:20]=[C:19]([O:21][CH2:28][CH:25]3[CH2:27][CH2:26]3)[CH:18]=[C:17]([Br:22])[CH:16]=2)=[CH:9][C:8]=1[CH3:23])[CH3:2], predict the reactants needed to synthesize it. The reactants are: [CH2:1]([O:3][C:4](=[O:24])[CH2:5][O:6][C:7]1[CH:12]=[CH:11][C:10]([S:13][CH2:14][C:15]2[CH:20]=[C:19]([OH:21])[CH:18]=[C:17]([Br:22])[CH:16]=2)=[CH:9][C:8]=1[CH3:23])[CH3:2].[CH:25]1([CH2:28]O)[CH2:27][CH2:26]1.C(P(CCCC)CCCC)CCC.N(C(N1CCCCC1)=O)=NC(N1CCCCC1)=O. (10) Given the product [F:35][C:2]([F:1])([F:34])[C:3]1[CH:4]=[C:5]([CH:27]=[C:28]([C:30]([F:33])([F:32])[F:31])[CH:29]=1)[C:6]([N:8]1[CH2:9][CH2:10][C:11]2([N:15]([C:16]3[CH:21]=[CH:20][CH:19]=[CH:18][C:17]=3[CH3:22])[CH:14]([CH3:23])[N:13]([CH2:37][CH2:38][N:39]3[CH2:44][CH2:43][O:42][CH2:41][CH2:40]3)[C:12]2=[O:24])[CH2:25][CH2:26]1)=[O:7], predict the reactants needed to synthesize it. The reactants are: [F:1][C:2]([F:35])([F:34])[C:3]1[CH:4]=[C:5]([CH:27]=[C:28]([C:30]([F:33])([F:32])[F:31])[CH:29]=1)[C:6]([N:8]1[CH2:26][CH2:25][C:11]2([N:15]([C:16]3[CH:21]=[CH:20][CH:19]=[CH:18][C:17]=3[CH3:22])[CH:14]([CH3:23])[NH:13][C:12]2=[O:24])[CH2:10][CH2:9]1)=[O:7].Cl[CH2:37][CH2:38][N:39]1[CH2:44][CH2:43][O:42][CH2:41][CH2:40]1.